From a dataset of NCI-60 drug combinations with 297,098 pairs across 59 cell lines. Regression. Given two drug SMILES strings and cell line genomic features, predict the synergy score measuring deviation from expected non-interaction effect. Drug 1: CN(C)N=NC1=C(NC=N1)C(=O)N. Drug 2: CCC1(CC2CC(C3=C(CCN(C2)C1)C4=CC=CC=C4N3)(C5=C(C=C6C(=C5)C78CCN9C7C(C=CC9)(C(C(C8N6C)(C(=O)OC)O)OC(=O)C)CC)OC)C(=O)OC)O.OS(=O)(=O)O. Cell line: SNB-75. Synergy scores: CSS=14.7, Synergy_ZIP=-8.72, Synergy_Bliss=-2.16, Synergy_Loewe=-36.6, Synergy_HSA=-3.60.